Dataset: Forward reaction prediction with 1.9M reactions from USPTO patents (1976-2016). Task: Predict the product of the given reaction. Given the reactants [CH3:1][O:2][C:3]1[CH:4]=[C:5]2[N:22]=[CH:21][N:20]=[C:19]([NH:23][C:24]3[CH:25]=[CH:26][C:27]([F:31])=[C:28]([Cl:30])[CH:29]=3)[C:6]2=[CH:7][C:8]=1[O:9][CH2:10][CH2:11][CH2:12][N:13]1[CH2:18][CH2:17][O:16][CH2:15][CH2:14]1.[C:32]([OH:44])(=[O:43])/[CH:33]=[CH:34]/[C:35]1[CH:42]=[CH:41][C:39]([OH:40])=[C:37]([OH:38])[CH:36]=1, predict the reaction product. The product is: [CH3:1][O:2][C:3]1[CH:4]=[C:5]2[N:22]=[CH:21][N:20]=[C:19]([NH:23][C:24]3[CH:25]=[CH:26][C:27]([F:31])=[C:28]([Cl:30])[CH:29]=3)[C:6]2=[CH:7][C:8]=1[O:9][CH2:10][CH2:11][CH2:12][N:13]1[CH2:18][CH2:17][O:16][CH2:15][CH2:14]1.[C:32]([OH:44])(=[O:43])/[CH:33]=[CH:34]/[C:35]1[CH:42]=[CH:41][C:39]([OH:40])=[C:37]([OH:38])[CH:36]=1.